Task: Predict the reactants needed to synthesize the given product.. Dataset: Full USPTO retrosynthesis dataset with 1.9M reactions from patents (1976-2016) (1) Given the product [C:25]1([C:54]2[CH:55]=[CH:56][CH:57]=[CH:58][CH:59]=2)[CH:26]=[CH:27][C:28]([N:31]([C:32]2[CH:44]=[CH:43][C:42]3[C:41]4[C:36](=[CH:37][CH:38]=[CH:39][CH:40]=4)[C:35]([CH3:45])([CH3:46])[C:34]=3[CH:33]=2)[C:47]2[CH:48]=[CH:49][C:50]([C:9]3[CH:8]=[CH:7][C:6]4[N:5]5[C:17]6[C:16]([C:2]([CH3:1])([CH3:24])[C:3]7[S:23][CH:22]=[CH:21][C:4]=75)=[CH:15][CH:14]=[CH:13][C:12]=6[C:11]=4[CH:10]=3)=[CH:51][CH:52]=2)=[CH:29][CH:30]=1, predict the reactants needed to synthesize it. The reactants are: [CH3:1][C:2]1([CH3:24])[C:16]2[C:17]3[N:5]([C:6]4[CH:7]=[CH:8][C:9](B(O)O)=[CH:10][C:11]=4[C:12]=3[CH:13]=[CH:14][CH:15]=2)[C:4]2[CH:21]=[CH:22][S:23][C:3]1=2.[C:25]1([C:54]2[CH:59]=[CH:58][CH:57]=[CH:56][CH:55]=2)[CH:30]=[CH:29][C:28]([N:31]([C:47]2[CH:52]=[CH:51][C:50](Br)=[CH:49][CH:48]=2)[C:32]2[CH:44]=[CH:43][C:42]3[C:41]4[C:36](=[CH:37][CH:38]=[CH:39][CH:40]=4)[C:35]([CH3:46])([CH3:45])[C:34]=3[CH:33]=2)=[CH:27][CH:26]=1. (2) Given the product [C:22]([O:21][C:19]([N:16]1[CH2:17][CH2:18][N:13]([C:5]2[C:4]3[C:9](=[CH:10][C:11]([Cl:12])=[C:2]([C:29]#[N:30])[CH:3]=3)[N:8]=[CH:7][N:6]=2)[CH2:14][CH:15]1[C:26](=[O:28])[NH2:27])=[O:20])([CH3:24])([CH3:23])[CH3:25], predict the reactants needed to synthesize it. The reactants are: Br[C:2]1[CH:3]=[C:4]2[C:9](=[CH:10][C:11]=1[Cl:12])[N:8]=[CH:7][N:6]=[C:5]2[N:13]1[CH2:18][CH2:17][N:16]([C:19]([O:21][C:22]([CH3:25])([CH3:24])[CH3:23])=[O:20])[CH:15]([C:26](=[O:28])[NH2:27])[CH2:14]1.[CH3:29][N:30](C=O)C. (3) Given the product [CH3:1][O:2][C:3]1[CH:4]=[CH:5][C:6]([C:9]2[CH:14]=[CH:13][CH:12]=[C:11]([O:15][C:17]3[CH:24]=[CH:23][C:20]([CH:21]=[O:22])=[CH:19][CH:18]=3)[CH:10]=2)=[CH:7][CH:8]=1, predict the reactants needed to synthesize it. The reactants are: [CH3:1][O:2][C:3]1[CH:8]=[CH:7][C:6]([C:9]2[CH:14]=[CH:13][CH:12]=[C:11]([OH:15])[CH:10]=2)=[CH:5][CH:4]=1.F[C:17]1[CH:24]=[CH:23][C:20]([CH:21]=[O:22])=[CH:19][CH:18]=1.C(=O)([O-])[O-].[Cs+].[Cs+]. (4) Given the product [CH2:27]([CH:26]([CH2:1][CH2:2][CH2:3][CH2:7][CH2:8][CH3:9])[C:25]([OH:34])=[O:33])[CH2:28][CH2:29][CH2:30][CH2:31][CH3:32].[OH:18][CH2:13][CH:14]([CH2:15][OH:16])[OH:17].[OH:24][CH2:19][CH:20]([CH2:21][OH:22])[OH:23].[OH:6][CH2:1][CH:2]([CH2:3][OH:4])[OH:5].[OH:12][CH2:7][CH:8]([CH2:9][OH:10])[OH:11], predict the reactants needed to synthesize it. The reactants are: [CH2:1]([OH:6])[CH:2]([OH:5])[CH2:3][OH:4].[CH2:7]([OH:12])[CH:8]([OH:11])[CH2:9][OH:10].[CH2:13]([OH:18])[CH:14]([OH:17])[CH2:15][OH:16].[CH2:19]([OH:24])[CH:20]([OH:23])[CH2:21][OH:22].[C:25]([OH:34])(=[O:33])[CH2:26][CH2:27][CH2:28][CH2:29][CH2:30][CH2:31][CH3:32].ON1C(=O)CCC1=O.CC(N=C=NC(C)C)C. (5) Given the product [NH:57]([CH2:58][CH2:59][CH2:60][CH2:61][NH:62][C:9]([C@H:10]([NH:11][C:12]([CH2:80][CH2:81][CH2:82][C:83]([OH:85])=[O:84])=[O:14])[CH2:29][C:30]1[CH:31]=[CH:32][CH:33]=[CH:34][CH:35]=1)=[O:36])[C:56]([NH2:55])=[NH:70], predict the reactants needed to synthesize it. The reactants are: FC1C(O[C:9](=[O:36])[C@@H:10]([CH2:29][C:30]2[CH:35]=[CH:34][CH:33]=[CH:32][CH:31]=2)[NH:11][C:12]([O:14]CC2C3C(=CC=CC=3)C3C2=CC=CC=3)=O)=C(F)C(F)=C(F)C=1F.C(N(CC)CC)C.C(OC([NH:55][C:56](=[NH:70])[N:57](C(OC(C)(C)C)=O)[CH2:58][CH2:59][CH2:60][CH2:61][NH2:62])=O)(C)(C)C.NCC1CCNCC1.C1(=O)[O:85][C:83](=[O:84])[CH2:82][CH2:81][CH2:80]1.